From a dataset of Forward reaction prediction with 1.9M reactions from USPTO patents (1976-2016). Predict the product of the given reaction. (1) Given the reactants [CH2:1]([NH:3][CH2:4][C:5](=[CH2:7])[CH3:6])[CH3:2].[CH3:8][O:9][SiH:10]([O:13][CH3:14])[O:11][CH3:12], predict the reaction product. The product is: [CH2:1]([NH:3][CH2:4][CH:5]([CH3:6])[CH2:7][Si:10]([O:13][CH3:14])([O:11][CH3:12])[O:9][CH3:8])[CH3:2]. (2) Given the reactants [CH3:1][C:2]1[N:3]=[CH:4][N:5]([C:7]2[CH:8]=[C:9]([CH:14]=[CH:15][N:16]=2)[C:10]([O:12]C)=[O:11])[CH:6]=1.[OH-].[Na+].Cl, predict the reaction product. The product is: [CH3:1][C:2]1[N:3]=[CH:4][N:5]([C:7]2[CH:8]=[C:9]([CH:14]=[CH:15][N:16]=2)[C:10]([OH:12])=[O:11])[CH:6]=1.